This data is from Forward reaction prediction with 1.9M reactions from USPTO patents (1976-2016). The task is: Predict the product of the given reaction. (1) Given the reactants C(O[C:6](=O)[N:7](C)[CH:8]1[CH2:13][CH2:12][N:11]([C:14]2[N:22]=[CH:21][N:20]=[C:19]3[C:15]=2[N:16]=[CH:17][N:18]3C2CCCCO2)[CH2:10][CH2:9]1)(C)(C)C.Cl, predict the reaction product. The product is: [CH3:6][NH:7][CH:8]1[CH2:13][CH2:12][N:11]([C:14]2[N:22]=[CH:21][N:20]=[C:19]3[C:15]=2[N:16]=[CH:17][NH:18]3)[CH2:10][CH2:9]1. (2) Given the reactants [N+:1]([C:4]1[CH:5]=[CH:6][C:7]2[NH:12][CH2:11][CH2:10][S:9][C:8]=2[CH:13]=1)([O-:3])=[O:2].[Cl:14][CH2:15][CH2:16][CH2:17]I.[OH-].[Na+], predict the reaction product. The product is: [Cl:14][CH2:15][CH2:16][CH2:17][N:12]1[CH2:11][CH2:10][S:9][C:8]2[CH:13]=[C:4]([N+:1]([O-:3])=[O:2])[CH:5]=[CH:6][C:7]1=2. (3) The product is: [CH:11]([N:8]1[C:6]2=[N:7][C:2]([C:31]3[CH:30]=[C:29]([OH:42])[CH:28]=[C:27]([O:26][CH3:25])[CH:32]=3)=[N:3][C:4]([N:14]3[CH2:19][CH2:18][O:17][CH2:16][CH2:15]3)=[C:5]2[CH:10]=[N:9]1)([CH3:13])[CH3:12]. Given the reactants Cl[C:2]1[N:7]=[C:6]2[N:8]([CH:11]([CH3:13])[CH3:12])[N:9]=[CH:10][C:5]2=[C:4]([N:14]2[CH2:19][CH2:18][O:17][CH2:16][CH2:15]2)[N:3]=1.C([O-])(O)=O.[Na+].[CH3:25][O:26][C:27]1[CH:28]=[C:29]([OH:42])[CH:30]=[C:31](B2OC(C)(C)C(C)(C)O2)[CH:32]=1, predict the reaction product. (4) The product is: [CH3:7][C:8]1[C:9]([CH2:15][NH:1][CH2:2][CH2:3][CH2:4][CH2:5][OH:6])=[N:10][CH:11]=[C:12]([CH3:14])[CH:13]=1. Given the reactants [NH2:1][CH2:2][CH2:3][CH2:4][CH2:5][OH:6].[CH3:7][C:8]1[C:9]([CH:15]=O)=[N:10][CH:11]=[C:12]([CH3:14])[CH:13]=1.[BH4-].[Na+], predict the reaction product. (5) Given the reactants [Cl:1][C:2]1[C:3](F)=[C:4]([C:13]2[N:18]=[CH:17][N:16]=[C:15]([OH:19])[CH:14]=2)[C:5]([N:8]2[CH:12]=[CH:11][N:10]=[N:9]2)=[CH:6][CH:7]=1.ClC1C=CC(N)=C(C2C=C(OC)N=CN=2)C=1, predict the reaction product. The product is: [Cl:1][C:2]1[CH:7]=[CH:6][C:5]([N:8]2[CH:12]=[CH:11][N:10]=[N:9]2)=[C:4]([C:13]2[N:18]=[CH:17][N:16]=[C:15]([OH:19])[CH:14]=2)[CH:3]=1.